From a dataset of Forward reaction prediction with 1.9M reactions from USPTO patents (1976-2016). Predict the product of the given reaction. (1) Given the reactants [NH2:1][C:2]1[CH:3]=[C:4]([CH:15]=[CH:16][CH:17]=1)[CH2:5][NH:6][C:7]1[C:12]([Cl:13])=[CH:11][N:10]=[C:9]([Cl:14])[N:8]=1.Cl.C(N(CC)CC)C.[N+:26]([C:29]1[CH:30]=[C:31]([CH:35]=[CH:36][CH:37]=1)[C:32](Cl)=[O:33])([O-:28])=[O:27], predict the reaction product. The product is: [Cl:14][C:9]1[N:8]=[C:7]([NH:6][CH2:5][C:4]2[CH:3]=[C:2]([NH:1][C:32](=[O:33])[C:31]3[CH:35]=[CH:36][CH:37]=[C:29]([N+:26]([O-:28])=[O:27])[CH:30]=3)[CH:17]=[CH:16][CH:15]=2)[C:12]([Cl:13])=[CH:11][N:10]=1. (2) Given the reactants [F:1][C:2]1([F:26])[CH2:7][CH2:6][C:5]([CH2:9][NH:10][C:11]([C:13]2[C:14]3[CH:15]=[CH:16][C:17](Cl)=[N:18][C:19]=3[CH:20]=[CH:21][C:22]=2[Cl:23])=[O:12])([OH:8])[CH2:4][CH:3]1[CH3:25].CCN(C(C)C)C(C)C.Cl.Cl.[N:38]1([CH:43]2[CH2:47][CH2:46][NH:45][CH2:44]2)[CH2:42][CH2:41][CH2:40][CH2:39]1, predict the reaction product. The product is: [F:1][C:2]1([F:26])[CH2:7][CH2:6][C:5]([CH2:9][NH:10][C:11]([C:13]2[C:14]3[CH:15]=[CH:16][C:17]([N:45]4[CH2:46][CH2:47][CH:43]([N:38]5[CH2:42][CH2:41][CH2:40][CH2:39]5)[CH2:44]4)=[N:18][C:19]=3[CH:20]=[CH:21][C:22]=2[Cl:23])=[O:12])([OH:8])[CH2:4][CH:3]1[CH3:25]. (3) The product is: [CH3:27][N:28]([CH3:29])[CH2:2]/[CH:3]=[CH:4]/[C:5]([NH:7][C:8]1[C:9]([CH3:26])=[C:10]([C:14]2[CH:22]=[CH:21][C:20]([C:23]([NH2:25])=[O:24])=[C:19]3[C:15]=2[CH:16]=[CH:17][NH:18]3)[CH:11]=[CH:12][CH:13]=1)=[O:6]. Given the reactants Br[CH2:2]/[CH:3]=[CH:4]/[C:5]([NH:7][C:8]1[C:9]([CH3:26])=[C:10]([C:14]2[CH:22]=[CH:21][C:20]([C:23]([NH2:25])=[O:24])=[C:19]3[C:15]=2[CH:16]=[CH:17][NH:18]3)[CH:11]=[CH:12][CH:13]=1)=[O:6].[CH3:27][NH:28][CH3:29].O, predict the reaction product. (4) The product is: [CH3:16][C:8]1[CH:7]=[C:6]([N:5]2[C:3](=[O:4])[NH:1][N:2]=[CH:17]2)[S:10][C:9]=1[C:11]([O:13][CH2:14][CH3:15])=[O:12]. Given the reactants [NH:1]([C:3]([NH:5][C:6]1[S:10][C:9]([C:11]([O:13][CH2:14][CH3:15])=[O:12])=[C:8]([CH3:16])[CH:7]=1)=[O:4])[NH2:2].[CH:17](OC)(OC)OC.O.C1(C)C=CC(S(O)(=O)=O)=CC=1, predict the reaction product.